The task is: Predict the reaction yield, written as a fraction of the theoretical maximum amount of product (1.0 means a 100% yield; for example, 0.34 means a 34% yield).. This data is from Reaction yield outcomes from USPTO patents with 853,638 reactions. (1) The reactants are [C@H:1]1([NH:10][C:11]2[C:12]3[CH:19]=[CH:18][N:17]([C@H:20]4[CH2:36][C@@H:23]5[O:24]C(C6C=CC(OC)=CC=6)[O:26][CH2:27][C@@H:22]5[CH2:21]4)[C:13]=3[N:14]=[CH:15][N:16]=2)[C:9]2[C:4](=[CH:5][CH:6]=[CH:7][CH:8]=2)[CH2:3][CH2:2]1.CC(O)=O.C1COCC1. The catalyst is O. The product is [C@H:1]1([NH:10][C:11]2[C:12]3[CH:19]=[CH:18][N:17]([C@H:20]4[CH2:36][C@H:23]([OH:24])[C@H:22]([CH2:27][OH:26])[CH2:21]4)[C:13]=3[N:14]=[CH:15][N:16]=2)[C:9]2[C:4](=[CH:5][CH:6]=[CH:7][CH:8]=2)[CH2:3][CH2:2]1. The yield is 0.520. (2) The reactants are C(OC([N:8]1[CH2:13][CH:12]2[CH2:14][CH:9]1[CH2:10][N:11]2[C:15](=[O:31])[CH2:16][NH:17][C:18]([C:20]1[CH:24]=[C:23]([C:25]2[CH:30]=[CH:29][CH:28]=[CH:27][CH:26]=2)[NH:22][N:21]=1)=[O:19])=O)(C)(C)C.[ClH:32]. The catalyst is CCOC(C)=O. The product is [ClH:32].[CH:12]12[CH2:14][CH:9]([NH:8][CH2:13]1)[CH2:10][N:11]2[C:15](=[O:31])[CH2:16][NH:17][C:18]([C:20]1[CH:24]=[C:23]([C:25]2[CH:30]=[CH:29][CH:28]=[CH:27][CH:26]=2)[NH:22][N:21]=1)=[O:19]. The yield is 0.750. (3) The reactants are [F:1][C:2]1[CH:3]=[C:4]([OH:9])[CH:5]=[CH:6][C:7]=1[F:8].C([Mg]Cl)(C)C.[CH:15]([N:28]1[C:38]2[C:33](=[CH:34][CH:35]=[CH:36][CH:37]=2)[C:31](=[O:32])[C:29]1=[O:30])([C:22]1[CH:27]=[CH:26][CH:25]=[CH:24][CH:23]=1)[C:16]1[CH:21]=[CH:20][CH:19]=[CH:18][CH:17]=1. The catalyst is O1CCCC1. The product is [F:1][C:2]1[C:7]([F:8])=[CH:6][C:5]([C:31]2([OH:32])[C:33]3[C:38](=[CH:37][CH:36]=[CH:35][CH:34]=3)[N:28]([CH:15]([C:16]3[CH:17]=[CH:18][CH:19]=[CH:20][CH:21]=3)[C:22]3[CH:27]=[CH:26][CH:25]=[CH:24][CH:23]=3)[C:29]2=[O:30])=[C:4]([OH:9])[CH:3]=1. The yield is 0.610. (4) The reactants are [H-].C([Al+]CC(C)C)C(C)C.C[O:12][C:13]([C:15]1([OH:38])[CH2:20][C@@H:19]([O:21][Si:22]([C:25]([CH3:28])([CH3:27])[CH3:26])([CH3:24])[CH3:23])[C:18](=[CH2:29])[C@H:17]([O:30][Si:31]([C:34]([CH3:37])([CH3:36])[CH3:35])([CH3:33])[CH3:32])[CH2:16]1)=O. The catalyst is CCOCC. The product is [Si:22]([O:21][C@H:19]1[C:18](=[CH2:29])[C@H:17]([O:30][Si:31]([C:34]([CH3:37])([CH3:36])[CH3:35])([CH3:33])[CH3:32])[CH2:16][C:15]([CH2:13][OH:12])([OH:38])[CH2:20]1)([C:25]([CH3:27])([CH3:28])[CH3:26])([CH3:24])[CH3:23]. The yield is 0.240. (5) The product is [C:12]([O:16][CH:17]([C:22]1[N:26]([CH3:27])[N:25]=[C:24]([C:28]2[CH2:33][CH2:32][CH2:31][CH:30]([OH:34])[CH:29]=2)[C:23]=1[C:35]1[CH:36]=[CH:37][C:38]2[O:43][CH2:42][CH2:41][CH2:40][C:39]=2[CH:44]=1)[C:18]([O:20][CH3:21])=[O:19])([CH3:15])([CH3:13])[CH3:14]. The reactants are O.O.O.O.O.O.O.[Cl-].[Ce+3].[Cl-].[Cl-].[C:12]([O:16][CH:17]([C:22]1[N:26]([CH3:27])[N:25]=[C:24]([C:28]2[CH2:33][CH2:32][CH2:31][C:30](=[O:34])[CH:29]=2)[C:23]=1[C:35]1[CH:36]=[CH:37][C:38]2[O:43][CH2:42][CH2:41][CH2:40][C:39]=2[CH:44]=1)[C:18]([O:20][CH3:21])=[O:19])([CH3:15])([CH3:14])[CH3:13].[BH4-].[Na+]. The catalyst is C(O)C. The yield is 0.870. (6) The reactants are [CH3:1][O:2][C:3]([NH:5][C@H:6]([C:10]([N:12]1[CH2:16][CH2:15][CH2:14][C@@H:13]1[C:17]1[NH:18][C:19]([C:22]2[CH:23]=[CH:24][C:25]3[C:54]4[C:30](=[C:31]5[C:51](=[CH:52][CH:53]=4)[C:35]4[N:36]=[C:37]([C@@H:39]6[CH2:43][CH2:42][CH2:41][N:40]6C(OC(C)(C)C)=O)[NH:38][C:34]=4[CH:33]=[CH:32]5)[O:29][CH2:28][C:26]=3[CH:27]=2)=[CH:20][N:21]=1)=[O:11])[CH:7]([CH3:9])[CH3:8])=[O:4].Cl.[CH3:56][O:57][C:58]([NH:60][C@H:61]([C:65]1[CH:70]=[CH:69][CH:68]=[CH:67][CH:66]=1)[C:62]([OH:64])=O)=[O:59].CCOC(C(C#N)=NOC(N1CCOCC1)=[N+](C)C)=O.F[P-](F)(F)(F)(F)F.C(N(C(C)C)CC)(C)C. The catalyst is C(#N)C.CO.[OH-].[Na+].C(OCC)(=O)C.C(O)C. The product is [CH3:56][O:57][C:58]([NH:60][C@H:61]([C:65]1[CH:70]=[CH:69][CH:68]=[CH:67][CH:66]=1)[C:62]([N:40]1[CH2:41][CH2:42][CH2:43][C@H:39]1[C:37]1[NH:38][C:34]2[CH:33]=[CH:32][C:31]3[C:51](=[CH:52][CH:53]=[C:54]4[C:25]5[CH:24]=[CH:23][C:22]([C:19]6[NH:18][C:17]([C@H:13]7[CH2:14][CH2:15][CH2:16][N:12]7[C:10](=[O:11])[C@@H:6]([NH:5][C:3](=[O:4])[O:2][CH3:1])[CH:7]([CH3:9])[CH3:8])=[N:21][CH:20]=6)=[CH:27][C:26]=5[CH2:28][O:29][C:30]4=3)[C:35]=2[N:36]=1)=[O:64])=[O:59]. The yield is 0.510. (7) The reactants are [CH2:1]([O:8][C:9]1[CH:25]=[C:24]([CH2:26][CH3:27])[CH:23]=[CH:22][C:10]=1[O:11][C:12]1[CH:17]=[CH:16][C:15](C(=O)C)=[CH:14][C:13]=1[F:21])[C:2]1[CH:7]=[CH:6][CH:5]=[CH:4][CH:3]=1.C1C=C(Cl)C=[C:30]([C:35]([O:37]O)=[O:36])C=1. The catalyst is ClCCl.CC1C=CC(S(O)(=O)=O)=CC=1. The product is [C:35]([O:37][C:15]1[CH:16]=[CH:17][C:12]([O:11][C:10]2[CH:22]=[CH:23][C:24]([CH2:26][CH3:27])=[CH:25][C:9]=2[O:8][CH2:1][C:2]2[CH:3]=[CH:4][CH:5]=[CH:6][CH:7]=2)=[C:13]([F:21])[CH:14]=1)(=[O:36])[CH3:30]. The yield is 0.510. (8) The reactants are [F:1][C:2]1([F:49])[CH2:7][C@H:6]([O:8][C:9]2[CH:14]=[C:13]([F:15])[C:12]([S:16]([N:19](CC3C=CC(OC)=CC=3OC)[C:20]3[CH:25]=[CH:24][N:23]=[CH:22][N:21]=3)(=[O:18])=[O:17])=[C:11]([F:37])[CH:10]=2)[C@@H:5]([C:38]2[CH:39]=[N:40][N:41](C3CCCCO3)[CH:42]=2)[CH2:4][CH2:3]1.C([SiH](CC)CC)C.FC(F)(F)C(O)=O.ClCCl. The catalyst is CO. The product is [F:49][C:2]1([F:1])[CH2:7][C@H:6]([O:8][C:9]2[CH:14]=[C:13]([F:15])[C:12]([S:16]([NH:19][C:20]3[CH:25]=[CH:24][N:23]=[CH:22][N:21]=3)(=[O:17])=[O:18])=[C:11]([F:37])[CH:10]=2)[C@@H:5]([C:38]2[CH:42]=[N:41][NH:40][CH:39]=2)[CH2:4][CH2:3]1. The yield is 0.560. (9) The reactants are [OH:1][C:2]1([CH2:15][CH:16]=O)[CH2:14][CH2:13][C:5]2([O:10][CH2:9][C:8]([CH3:12])([CH3:11])[CH2:7][O:6]2)[CH2:4][CH2:3]1.[CH3:18][O:19][C:20]1[CH:25]=[CH:24][C:23]([C@@H:26]([NH2:28])[CH3:27])=[CH:22][CH:21]=1. No catalyst specified. The product is [CH3:18][O:19][C:20]1[CH:25]=[CH:24][C:23]([C@@H:26]([NH:28][CH2:16][CH2:15][C:2]2([OH:1])[CH2:14][CH2:13][C:5]3([O:6][CH2:7][C:8]([CH3:12])([CH3:11])[CH2:9][O:10]3)[CH2:4][CH2:3]2)[CH3:27])=[CH:22][CH:21]=1. The yield is 0.450.